Dataset: Reaction yield outcomes from USPTO patents with 853,638 reactions. Task: Predict the reaction yield, written as a fraction of the theoretical maximum amount of product (1.0 means a 100% yield; for example, 0.34 means a 34% yield). (1) The reactants are [CH3:1][C:2]1[CH:3]=[C:4]([OH:9])[C:5](=[CH:7][CH:8]=1)[OH:6].[OH-].[Na+].[CH2:12](Cl)Cl. The catalyst is C(OCC)(=O)C. The product is [CH2:12]1[O:6][C:5]2[CH:7]=[CH:8][C:2]([CH3:1])=[CH:3][C:4]=2[O:9]1. The yield is 0.719. (2) The reactants are [Cl:1][C:2]1[CH:3]=[C:4]([CH:7]=[CH:8][C:9]=1[O:10][CH2:11][CH2:12][C:13]1[CH:18]=[CH:17][CH:16]=[CH:15][CH:14]=1)[CH:5]=O.[C:19]([NH:22][NH2:23])([NH2:21])=[NH:20].Cl.CCOCC. The catalyst is CCO. The product is [ClH:1].[Cl:1][C:2]1[CH:3]=[C:4]([CH:7]=[CH:8][C:9]=1[O:10][CH2:11][CH2:12][C:13]1[CH:18]=[CH:17][CH:16]=[CH:15][CH:14]=1)[CH:5]=[N:23][NH:22][C:19]([NH2:21])=[NH:20]. The yield is 0.350. (3) The reactants are [Cl:1][C:2]1[CH:11]=[C:10]2[C:5]([C:6]([CH:12]3[CH2:17][CH2:16][NH:15][CH2:14][CH2:13]3)=[N:7][CH:8]=[N:9]2)=[CH:4][CH:3]=1.CCN(C(C)C)C(C)C.[N+](C1C=CC([O:36][C:37](=O)[NH:38][C:39]2[CH:44]=[CH:43][C:42]([O:45][CH:46]([CH3:48])[CH3:47])=[CH:41][CH:40]=2)=CC=1)([O-])=O. The catalyst is CO. The product is [CH:46]([O:45][C:42]1[CH:43]=[CH:44][C:39]([NH:38][C:37]([N:15]2[CH2:16][CH2:17][CH:12]([C:6]3[C:5]4[C:10](=[CH:11][C:2]([Cl:1])=[CH:3][CH:4]=4)[N:9]=[CH:8][N:7]=3)[CH2:13][CH2:14]2)=[O:36])=[CH:40][CH:41]=1)([CH3:48])[CH3:47]. The yield is 0.120. (4) The reactants are [H-].[Na+].[NH2:3][C:4]1[C:9]2[O:10][CH2:11][O:12][C:8]=2[CH:7]=[C:6]([C:13]#[N:14])[CH:5]=1.[Cl:15][C:16]1[N:21]=[C:20](Cl)[CH:19]=[CH:18][N:17]=1. The catalyst is CC(N(C)C)=O. The product is [Cl:15][C:16]1[N:21]=[C:20]([NH:3][C:4]2[C:9]3[O:10][CH2:11][O:12][C:8]=3[CH:7]=[C:6]([C:13]#[N:14])[CH:5]=2)[CH:19]=[CH:18][N:17]=1. The yield is 0.450. (5) The reactants are [CH3:1][O:2][C:3]1[N:8]=[C:7]([N:9]2[CH:13]=[C:12]([CH3:14])[N:11]=[CH:10]2)[C:6]([NH2:15])=[CH:5][CH:4]=1.[C:16](OC(=O)C)(=[O:18])[CH3:17]. The catalyst is C1(C)C=CC=CC=1. The product is [CH3:1][O:2][C:3]1[N:8]=[C:7]([N:9]2[CH:13]=[C:12]([CH3:14])[N:11]=[CH:10]2)[C:6]([NH:15][C:16](=[O:18])[CH3:17])=[CH:5][CH:4]=1. The yield is 0.700. (6) The reactants are [CH3:1][C:2]1[CH:20]=[C:19]([O:21][Si](C(C)C)(C(C)C)C(C)C)[CH:18]=[C:17]([CH3:32])[C:3]=1[CH2:4][C:5]1[CH:6]=[CH:7][C:8]([O:13][CH2:14][O:15][CH3:16])=[C:9]([CH:12]=1)[CH:10]=[O:11].CCCC[N+](CCCC)(CCCC)CCCC.[F-]. The catalyst is C1COCC1.CCOC(C)=O.O. The product is [OH:21][C:19]1[CH:18]=[C:17]([CH3:32])[C:3]([CH2:4][C:5]2[CH:6]=[CH:7][C:8]([O:13][CH2:14][O:15][CH3:16])=[C:9]([CH:12]=2)[CH:10]=[O:11])=[C:2]([CH3:1])[CH:20]=1. The yield is 0.640. (7) The reactants are OC(C1C=CC2C(=CC=CC=2)C=1)[C:3]1[CH:7]=[C:6]([C:8]2[CH:13]=[CH:12][N:11]=[CH:10][CH:9]=2)[S:5][C:4]=1[C:14]([O:16][CH2:17][CH3:18])=[O:15].FC(F)(F)C(O)=O.C([SiH](CC)CC)C. The catalyst is C(Cl)Cl. The product is [N:11]1[CH:10]=[CH:9][C:8]([C:6]2[S:5][C:4]([C:14]([O:16][CH2:17][CH3:18])=[O:15])=[CH:3][CH:7]=2)=[CH:13][CH:12]=1. The yield is 0.760. (8) The reactants are Cl.[C:2]([C:4]1[CH:5]=[C:6]([C:11]2[N:21]=[CH:20][CH:19]=[C:18](C)[C:12]=2[C:13]([O:15][CH2:16][CH3:17])=[O:14])[CH:7]=[CH:8][C:9]=1[OH:10])#[N:3].CS(O[CH2:28][CH2:29][C:30]1[CH:35]=[CH:34][C:33]([C:36]([F:39])([F:38])[F:37])=[CH:32][CH:31]=1)(=O)=O.[C:40](=O)([O-])[O-].[K+].[K+]. The catalyst is CN(C=O)C. The product is [C:2]([C:4]1[CH:5]=[C:6]([C:11]2[N:21]=[C:20]([CH3:40])[CH:19]=[CH:18][C:12]=2[C:13]([O:15][CH2:16][CH3:17])=[O:14])[CH:7]=[CH:8][C:9]=1[O:10][CH2:28][CH2:29][C:30]1[CH:31]=[CH:32][C:33]([C:36]([F:37])([F:38])[F:39])=[CH:34][CH:35]=1)#[N:3]. The yield is 0.630. (9) The reactants are [OH:1][C:2]1[C:3]2[CH:27]=[CH:26][S:25][C:4]=2[N:5]([CH:22]([CH3:24])[CH3:23])[C:6](=[O:21])[C:7]=1[C:8]([NH:10][CH2:11][CH2:12][CH2:13][N:14]1[CH2:19][CH2:18][CH:17](C)[CH2:16][CH2:15]1)=[O:9].[CH2:28]([Li])CCC.CI. The catalyst is C1COCC1. The product is [CH:22]([N:5]1[C:6](=[O:21])[C:7]([C:8]([NH:10][CH2:11][CH2:12][CH2:13][N:14]2[CH2:15][CH2:16][CH2:17][CH2:18][CH2:19]2)=[O:9])=[C:2]([O:1][CH3:28])[C:3]2[CH:27]=[CH:26][S:25][C:4]1=2)([CH3:24])[CH3:23]. The yield is 0.990. (10) The reactants are [C:1](=O)([O-])[O-].[Cs+].[Cs+].IC.[N:9]1[CH:10]=[CH:11][N:12]2[CH:17]=[C:16]([C:18]([OH:20])=[O:19])[CH:15]=[CH:14][C:13]=12. The catalyst is CN(C=O)C.[Cl-].[Na+].O. The product is [CH3:1][O:19][C:18]([C:16]1[CH:15]=[CH:14][C:13]2[N:12]([CH:11]=[CH:10][N:9]=2)[CH:17]=1)=[O:20]. The yield is 0.390.